Dataset: Reaction yield outcomes from USPTO patents with 853,638 reactions. Task: Predict the reaction yield, written as a fraction of the theoretical maximum amount of product (1.0 means a 100% yield; for example, 0.34 means a 34% yield). The reactants are [NH2:1][C@H:2]([CH2:7][OH:8])[CH2:3][CH:4]([CH3:6])[CH3:5].[CH2:9]1[CH2:15][S:12](=[O:14])(=[O:13])[O:11][CH2:10]1. The catalyst is C1COCC1. The product is [OH:8][CH2:7][C@@H:2]([NH:1][CH2:10][CH2:9][CH2:15][S:12]([OH:14])(=[O:13])=[O:11])[CH2:3][CH:4]([CH3:6])[CH3:5]. The yield is 0.630.